Dataset: Forward reaction prediction with 1.9M reactions from USPTO patents (1976-2016). Task: Predict the product of the given reaction. (1) Given the reactants [Br:1][C:2]1[N:6]2[C:7](=[O:13])[CH:8]=[C:9]([CH2:11]Cl)[N:10]=[C:5]2[S:4][C:3]=1[CH3:14].[C:15]([C:17]1[CH:18]=[C:19](B(O)O)[CH:20]=[CH:21][CH:22]=1)#[N:16].P([O-])([O-])([O-])=O.[K+].[K+].[K+], predict the reaction product. The product is: [Br:1][C:2]1[N:6]2[C:7](=[O:13])[CH:8]=[C:9]([CH2:11][C:21]3[CH:22]=[C:17]([CH:18]=[CH:19][CH:20]=3)[C:15]#[N:16])[N:10]=[C:5]2[S:4][C:3]=1[CH3:14]. (2) Given the reactants Br[C:2]1[C:3]([C:12]([F:15])([F:14])[F:13])=[CH:4][C:5]([C:8]([F:11])([F:10])[F:9])=[N:6][CH:7]=1.C([Li])CCC.CCCCCC.[CH:27](=[N:30][S@:31]([C:33]([CH3:36])([CH3:35])[CH3:34])=[O:32])[CH2:28][CH3:29].[CH:37](=[N:40][S:41]([C:43]([CH3:46])([CH3:45])[CH3:44])=[O:42])[CH2:38][CH3:39].[Cl-].[NH4+], predict the reaction product. The product is: [F:13][C:12]([F:15])([F:14])[C:3]1[CH:4]=[C:5]([C:8]([F:11])([F:10])[F:9])[N:6]=[CH:7][C:2]=1[C@@H:27]([NH:30][S@:31]([C:33]([CH3:36])([CH3:35])[CH3:34])=[O:32])[CH2:28][CH3:29].[F:13][C:12]([F:15])([F:14])[C:3]1[CH:4]=[C:5]([C:8]([F:11])([F:10])[F:9])[N:6]=[CH:7][C:2]=1[C@H:37]([NH:40][S@:41]([C:43]([CH3:46])([CH3:45])[CH3:44])=[O:42])[CH2:38][CH3:39].